From a dataset of Forward reaction prediction with 1.9M reactions from USPTO patents (1976-2016). Predict the product of the given reaction. (1) Given the reactants Cl.C(OC([NH:9][CH2:10][C:11]1[CH:12]=[N:13][C:14]([CH2:17][CH:18]2[CH2:23][CH2:22][CH2:21][CH2:20][CH2:19]2)=[CH:15][CH:16]=1)=O)(C)(C)C.CCCCCC, predict the reaction product. The product is: [NH2:9][CH2:10][C:11]1[CH:12]=[N:13][C:14]([CH2:17][CH:18]2[CH2:23][CH2:22][CH2:21][CH2:20][CH2:19]2)=[CH:15][CH:16]=1. (2) The product is: [Br:1][C:2]1[CH:7]=[C:6]([CH:8]([CH3:10])[CH3:9])[CH:5]=[CH:4][C:3]=1[NH:11][C:12]1[C:13]([NH2:18])=[CH:14][CH:15]=[CH:16][CH:17]=1. Given the reactants [Br:1][C:2]1[CH:7]=[C:6]([CH:8]([CH3:10])[CH3:9])[CH:5]=[CH:4][C:3]=1[NH:11][C:12]1[CH:17]=[CH:16][CH:15]=[CH:14][C:13]=1[N+:18]([O-])=O.[NH4+].[OH-].[O-]S(S([O-])=O)=O.[Na+].[Na+], predict the reaction product. (3) Given the reactants [Cl:1]N1C(=O)CCC1=O.[NH2:9][C:10]1[CH:20]=[CH:19][C:13]([C:14]([O:16][CH2:17][CH3:18])=[O:15])=[CH:12][C:11]=1[O:21][CH2:22][CH3:23], predict the reaction product. The product is: [NH2:9][C:10]1[C:11]([O:21][CH2:22][CH3:23])=[CH:12][C:13]([C:14]([O:16][CH2:17][CH3:18])=[O:15])=[CH:19][C:20]=1[Cl:1]. (4) Given the reactants [NH3:1].Cl[C:3]1[C:4]2[N:5]([C:9]([CH:18]3[CH2:21][CH2:20][CH2:19]3)=[N:10][C:11]=2[C:12]2[CH:17]=[CH:16][CH:15]=[CH:14][CH:13]=2)[CH:6]=[CH:7][N:8]=1, predict the reaction product. The product is: [CH:18]1([C:9]2[N:5]3[CH:6]=[CH:7][N:8]=[C:3]([NH2:1])[C:4]3=[C:11]([C:12]3[CH:17]=[CH:16][CH:15]=[CH:14][CH:13]=3)[N:10]=2)[CH2:21][CH2:20][CH2:19]1. (5) Given the reactants [CH2:1]([O:3][C:4]1[C:17]2[C:16]3[NH:15][CH2:14][CH2:13][CH2:12][C:11]=3[C:10](=[O:18])[N:9]([CH2:19][O:20][CH3:21])[C:8]=2[CH:7]=[C:6]([C:22](OC)=[O:23])[CH:5]=1)[CH3:2].O1CCCC1.[H-].[Al+3].[Li+].[H-].[H-].[H-], predict the reaction product. The product is: [CH2:1]([O:3][C:4]1[C:17]2[C:16]3[NH:15][CH2:14][CH2:13][CH2:12][C:11]=3[C:10](=[O:18])[N:9]([CH2:19][O:20][CH3:21])[C:8]=2[CH:7]=[C:6]([CH2:22][OH:23])[CH:5]=1)[CH3:2]. (6) Given the reactants [C@H:1]([C@@H:5]1[NH:10][CH2:9][C@H:8]([C:11]2[CH:16]=[CH:15][CH:14]=[CH:13][CH:12]=2)[NH:7][C:6]1=[O:17])([CH2:3][CH3:4])[CH3:2].[F:18][C:19]1[CH:24]=[CH:23][C:22]([C:25]2[O:29][N:28]=[C:27]([C:30](O)=[O:31])[CH:26]=2)=[CH:21][CH:20]=1.C([C@@H]1N(C(=O)/C=C/C2C=CC=CC=2)C[C@H](CC(C)C)NC1=O)C(C)C, predict the reaction product. The product is: [C@H:1]([C@@H:5]1[N:10]([C:30]([C:27]2[CH:26]=[C:25]([C:22]3[CH:23]=[CH:24][C:19]([F:18])=[CH:20][CH:21]=3)[O:29][N:28]=2)=[O:31])[CH2:9][C@H:8]([C:11]2[CH:12]=[CH:13][CH:14]=[CH:15][CH:16]=2)[NH:7][C:6]1=[O:17])([CH2:3][CH3:4])[CH3:2]. (7) Given the reactants Br[C:2]1[CH:12]=[CH:11][C:5]([O:6][CH2:7][CH2:8][CH2:9][OH:10])=[C:4]([O:13][CH3:14])[CH:3]=1.[Cl:15][C:16]1[CH:24]=[C:23]2[C:19]([C:20]([C:25]([O:27][CH3:28])=[O:26])=[CH:21][NH:22]2)=[CH:18][C:17]=1B1OCC(C)(C)CO1.C(=O)([O-])[O-].[K+].[K+], predict the reaction product. The product is: [Cl:15][C:16]1[CH:24]=[C:23]2[C:19]([C:20]([C:25]([O:27][CH3:28])=[O:26])=[CH:21][NH:22]2)=[CH:18][C:17]=1[C:2]1[CH:12]=[CH:11][C:5]([O:6][CH2:7][CH2:8][CH2:9][OH:10])=[C:4]([O:13][CH3:14])[CH:3]=1. (8) Given the reactants [P:1](=[O:5])([OH:4])([OH:3])[OH:2].C(N(CCCC)CCCC)CCC.[Cl:19][C:20]1[CH:45]=[CH:44][C:23]([C:24]([C@@:26]2([OH:43])[C@@H:30]([CH2:31][O:32][C:33](=[O:41])[C:34]3[CH:39]=[CH:38][C:37]([Cl:40])=[CH:36][CH:35]=3)[O:29][C@H:28](Cl)[CH2:27]2)=[O:25])=[CH:22][CH:21]=1, predict the reaction product. The product is: [P:1]([O:4][C@H:28]1[O:29][C@H:30]([CH2:31][O:32][C:33](=[O:41])[C:34]2[CH:35]=[CH:36][C:37]([Cl:40])=[CH:38][CH:39]=2)[C@@:26]([C:24](=[O:25])[C:23]2[CH:44]=[CH:45][C:20]([Cl:19])=[CH:21][CH:22]=2)([OH:43])[CH2:27]1)([OH:3])([OH:2])=[O:5]. (9) Given the reactants [OH-].[NH4+:2].[Br:3][C:4]1[CH:9]=[CH:8][C:7]([C:10](=O)/[C:11](=[N:15]\[OH:16])/[CH2:12][CH2:13][CH3:14])=[CH:6][CH:5]=1.[C:18]([N:25]1[CH2:31][CH2:30][CH2:29][C@H:26]1[CH:27]=O)([O:20][C:21]([CH3:24])([CH3:23])[CH3:22])=[O:19].C(OCC)(=O)C, predict the reaction product. The product is: [Br:3][C:4]1[CH:9]=[CH:8][C:7]([C:10]2[N:2]=[C:27]([C@@H:26]3[CH2:29][CH2:30][CH2:31][N:25]3[C:18]([O:20][C:21]([CH3:24])([CH3:23])[CH3:22])=[O:19])[N:15]([OH:16])[C:11]=2[CH2:12][CH2:13][CH3:14])=[CH:6][CH:5]=1. (10) Given the reactants [NH2:1][C:2]1[CH:3]=[C:4]2[C:9](=[CH:10][CH:11]=1)[N:8]=[CH:7][CH:6]=[CH:5]2.C(N(CC)C(C)C)(C)C.Cl.[N:22]12[CH2:29][CH2:28][CH:25]([CH2:26][CH2:27]1)[CH:24]([C:30]([Cl:32])=[O:31])[CH2:23]2, predict the reaction product. The product is: [ClH:32].[N:8]1[C:9]2[C:4](=[CH:3][C:2]([NH:1][C:30]([CH:24]3[CH:25]4[CH2:28][CH2:29][N:22]([CH2:27][CH2:26]4)[CH2:23]3)=[O:31])=[CH:11][CH:10]=2)[CH:5]=[CH:6][CH:7]=1.